This data is from Forward reaction prediction with 1.9M reactions from USPTO patents (1976-2016). The task is: Predict the product of the given reaction. (1) Given the reactants C(=O)([O-])[O-].[Ca+2:5].[P:6]([O-:10])([O-:9])([O-:8])=[O:7].[Ca+2].[Ca+2], predict the reaction product. The product is: [O-:8][P:6]([O-:10])([O-:9])=[O:7].[O-:8][P:6]([O-:10])([O-:9])=[O:7].[Ca+2:5].[Ca+2:5].[Ca+2:5]. (2) Given the reactants Cl[C:2]1[CH:7]=[C:6]([CH2:8][CH3:9])[N:5]=[C:4]([C:10]2[CH:15]=[CH:14][CH:13]=[C:12]([Cl:16])[CH:11]=2)[N:3]=1.[O:17]=[C:18]1[NH:23][CH:22]=[C:21]([CH2:24][C:25]#[N:26])[CH:20]=[CH:19]1.C(=O)([O-])[O-].[K+].[K+], predict the reaction product. The product is: [Cl:16][C:12]1[CH:11]=[C:10]([C:4]2[N:3]=[C:2]([O:17][C:18]3[N:23]=[CH:22][C:21]([CH2:24][C:25]#[N:26])=[CH:20][CH:19]=3)[CH:7]=[C:6]([CH2:8][CH3:9])[N:5]=2)[CH:15]=[CH:14][CH:13]=1.